This data is from Reaction yield outcomes from USPTO patents with 853,638 reactions. The task is: Predict the reaction yield, written as a fraction of the theoretical maximum amount of product (1.0 means a 100% yield; for example, 0.34 means a 34% yield). (1) The reactants are [CH:1]1([C@H:6]([NH:11][C:12]([C:14]2[CH:19]=[CH:18][C:17]([F:20])=[CH:16][C:15]=2[N+:21]([O-])=O)=[O:13])[C:7]([O:9][CH3:10])=[O:8])[CH2:5][CH2:4][CH2:3][CH2:2]1. The catalyst is [Pd].C(O)C. The product is [NH2:21][C:15]1[CH:16]=[C:17]([F:20])[CH:18]=[CH:19][C:14]=1[C:12]([NH:11][C@@H:6]([CH:1]1[CH2:2][CH2:3][CH2:4][CH2:5]1)[C:7]([O:9][CH3:10])=[O:8])=[O:13]. The yield is 0.840. (2) The reactants are [CH2:1]([S:3](Cl)(=[O:5])=[O:4])[CH3:2].Cl.[NH2:8][C:9]1[CH:38]=[CH:37][C:12]2[NH:13][C:14]([C:19]3[C:20](=[O:36])[C@:21]([CH3:35])([CH2:30][CH2:31][CH:32]([CH3:34])[CH3:33])[C:22]4[C:27]([C:28]=3[OH:29])=[CH:26][CH:25]=[CH:24][CH:23]=4)=[N:15][S:16](=[O:18])(=[O:17])[C:11]=2[CH:10]=1.N1C=CC=CC=1. The catalyst is CC(C)=O. The product is [OH:29][C:28]1[C:27]2[C:22](=[CH:23][CH:24]=[CH:25][CH:26]=2)[C@@:21]([CH3:35])([CH2:30][CH2:31][CH:32]([CH3:34])[CH3:33])[C:20](=[O:36])[C:19]=1[C:14]1[NH:13][C:12]2[CH:37]=[CH:38][C:9]([NH:8][S:3]([CH2:1][CH3:2])(=[O:5])=[O:4])=[CH:10][C:11]=2[S:16](=[O:18])(=[O:17])[N:15]=1. The yield is 0.950. (3) The reactants are Cl[C:2]1[C:11]2[C:6](=[CH:7][CH:8]=[C:9]([C:12]#[N:13])[CH:10]=2)[CH:5]=[N:4][CH:3]=1.[CH3:14][N:15]1[CH:19]=[C:18]([C:20]2[CH:25]=[CH:24][C:23](B3OC(C)(C)C(C)(C)O3)=[CH:22][CH:21]=2)[CH:17]=[N:16]1.C(Cl)Cl.C(=O)([O-])[O-].[Na+].[Na+].O. The catalyst is C1C=CC(P(C2C=CC=CC=2)[C-]2C=CC=C2)=CC=1.C1C=CC(P(C2C=CC=CC=2)[C-]2C=CC=C2)=CC=1.Cl[Pd]Cl.[Fe+2].C(#N)C. The product is [CH3:14][N:15]1[CH:19]=[C:18]([C:20]2[CH:21]=[CH:22][C:23]([C:2]3[C:11]4[C:6](=[CH:7][CH:8]=[C:9]([C:12]#[N:13])[CH:10]=4)[CH:5]=[N:4][CH:3]=3)=[CH:24][CH:25]=2)[CH:17]=[N:16]1. The yield is 0.710. (4) The reactants are [O-]P([O-])([O-])=O.[K+].[K+].[K+].[NH2:9][CH2:10][CH2:11][CH2:12][CH2:13][CH2:14][OH:15].C(O)CO.I[C:21]1[CH:26]=[CH:25][C:24]([O:27][CH3:28])=[CH:23][CH:22]=1.N. The catalyst is C(O)CCC.O.[Cu]I. The product is [CH3:28][O:27][C:24]1[CH:25]=[CH:26][C:21]([NH:9][CH2:10][CH2:11][CH2:12][CH2:13][CH2:14][OH:15])=[CH:22][CH:23]=1. The yield is 0.850. (5) The reactants are CN(C)C1CC2C(=CC=CC=2)C1.[CH3:13][S:14](Cl)(=[O:16])=[O:15].[CH2:18]1[C:26]2[C:21](=[CH:22][CH:23]=[CH:24][CH:25]=2)[CH2:20][CH:19]1[OH:27].CCN(C(C)C)C(C)C. The catalyst is C(Cl)Cl. The product is [CH3:13][S:14]([O:27][CH:19]1[CH2:20][C:21]2[C:26](=[CH:25][CH:24]=[CH:23][CH:22]=2)[CH2:18]1)(=[O:16])=[O:15]. The yield is 0.980. (6) The reactants are [C:1]([O:5][C:6]([CH3:9])([CH3:8])[CH3:7])(=[O:4])[CH:2]=[CH2:3].[N+:10]([CH:13]([CH3:15])[CH3:14])([O-])=O. The catalyst is CO.C(O)C.[Ni]. The product is [NH2:10][C:13]([CH3:15])([CH3:14])[CH2:3][CH2:2][C:1]([O:5][C:6]([CH3:9])([CH3:8])[CH3:7])=[O:4]. The yield is 0.630.